This data is from Full USPTO retrosynthesis dataset with 1.9M reactions from patents (1976-2016). The task is: Predict the reactants needed to synthesize the given product. (1) Given the product [N:25]1([CH2:21][C:20]2[CH:23]=[CH:24][C:17]([CH2:16][CH2:15][C:12]3[N:13]=[N:14][C:9]([O:8][CH2:7][CH:2]4[CH2:3][CH2:4][CH2:5][CH2:6][O:1]4)=[CH:10][CH:11]=3)=[CH:18][CH:19]=2)[CH2:29][CH2:28][CH2:27][CH2:26]1, predict the reactants needed to synthesize it. The reactants are: [O:1]1[CH2:6][CH2:5][CH2:4][CH2:3][CH:2]1[CH2:7][O:8][C:9]1[N:14]=[N:13][C:12]([CH2:15][CH2:16][C:17]2[CH:24]=[CH:23][C:20]([CH:21]=O)=[CH:19][CH:18]=2)=[CH:11][CH:10]=1.[NH:25]1[CH2:29][CH2:28][CH2:27][CH2:26]1. (2) Given the product [F:8][C:6]1[CH:7]=[C:2]([NH2:77])[CH:3]=[C:4]([N:9]([CH3:17])[CH:10]2[CH2:15][CH2:14][N:13]([CH3:16])[CH2:12][CH2:11]2)[CH:5]=1, predict the reactants needed to synthesize it. The reactants are: Br[C:2]1[CH:3]=[C:4]([N:9]([CH3:17])[CH:10]2[CH2:15][CH2:14][N:13]([CH3:16])[CH2:12][CH2:11]2)[CH:5]=[C:6]([F:8])[CH:7]=1.C1C=CC(P(C2C(C3C(P(C4C=CC=CC=4)C4C=CC=CC=4)=CC=C4C=3C=CC=C4)=C3C(C=CC=C3)=CC=2)C2C=CC=CC=2)=CC=1.C(=[NH:77])(C1C=CC=CC=1)C1C=CC=CC=1.CC(C)([O-])C.[Na+].Cl. (3) Given the product [OH:25][C@H:16]([C@@H:17]([OH:20])[CH3:18])/[CH:15]=[CH:14]/[CH:13]=[C:7](\[CH3:6])/[C:8]([O:10][CH2:11][CH3:12])=[O:9], predict the reactants needed to synthesize it. The reactants are: CS(N)(=O)=O.[CH3:6]/[C:7](=[CH:13]\[CH:14]=[CH:15]\[CH:16]=[CH:17]\[CH3:18])/[C:8]([O:10][CH2:11][CH3:12])=[O:9].S([O-])([O-])=[O:20].[Na+].[Na+].[OH2:25]. (4) Given the product [CH3:47][O:48][C:49](=[O:52])/[CH:50]=[CH:51]/[C:19]1[CH:18]=[N:17][C:16]([N:22]([CH2:25][CH:26]2[CH2:30][CH2:29][CH2:28][CH2:27]2)[CH2:23][CH3:24])=[C:15]([CH2:14][N:7]([CH2:6][C:5]2[CH:4]=[C:3]([C:2]([F:39])([F:38])[F:1])[CH:33]=[C:32]([C:34]([F:37])([F:36])[F:35])[CH:31]=2)[C:8]2[N:9]=[N:10][N:11]([CH3:13])[N:12]=2)[CH:20]=1, predict the reactants needed to synthesize it. The reactants are: [F:1][C:2]([F:39])([F:38])[C:3]1[CH:4]=[C:5]([CH:31]=[C:32]([C:34]([F:37])([F:36])[F:35])[CH:33]=1)[CH2:6][N:7]([CH2:14][C:15]1[C:16]([N:22]([CH2:25][CH:26]2[CH2:30][CH2:29][CH2:28][CH2:27]2)[CH2:23][CH3:24])=[N:17][CH:18]=[C:19](Br)[CH:20]=1)[C:8]1[N:9]=[N:10][N:11]([CH3:13])[N:12]=1.CCN(CC)CC.[CH3:47][O:48][C:49](=[O:52])[CH:50]=[CH2:51].C1(C)C=CC=CC=1P(C1C=CC=CC=1C)C1C=CC=CC=1C. (5) Given the product [Br:1][C:2]1[CH:7]=[CH:6][C:5]([C:8]2[N:9]=[N:10][N:11]([C:13]([C:14]3[CH:19]=[CH:18][CH:17]=[CH:16][CH:15]=3)([C:26]3[CH:27]=[CH:28][CH:29]=[CH:30][CH:31]=3)[C:20]3[CH:21]=[CH:22][CH:23]=[CH:24][CH:25]=3)[N:12]=2)=[CH:4][CH:3]=1, predict the reactants needed to synthesize it. The reactants are: [Br:1][C:2]1[CH:7]=[CH:6][C:5]([C:8]2[NH:12][N:11]=[N:10][N:9]=2)=[CH:4][CH:3]=1.[C:13](Cl)([C:26]1[CH:31]=[CH:30][CH:29]=[CH:28][CH:27]=1)([C:20]1[CH:25]=[CH:24][CH:23]=[CH:22][CH:21]=1)[C:14]1[CH:19]=[CH:18][CH:17]=[CH:16][CH:15]=1.[OH-].[Na+]. (6) Given the product [CH2:35]([O:1][C:2]1[CH:3]=[C:4]([C:8]2[C:9]([CH2:25][CH2:26][O:27][CH3:28])=[C:10]([C:22](=[O:24])[CH3:23])[C:11]([O:18][CH2:19][O:20][CH3:21])=[CH:12][C:13]=2[O:14][CH2:15][O:16][CH3:17])[CH:5]=[CH:6][CH:7]=1)[C:36]1[CH:41]=[CH:40][CH:39]=[CH:38][CH:37]=1, predict the reactants needed to synthesize it. The reactants are: [OH:1][C:2]1[CH:3]=[C:4]([C:8]2[C:9]([CH2:25][CH2:26][O:27][CH3:28])=[C:10]([C:22](=[O:24])[CH3:23])[C:11]([O:18][CH2:19][O:20][CH3:21])=[CH:12][C:13]=2[O:14][CH2:15][O:16][CH3:17])[CH:5]=[CH:6][CH:7]=1.C(=O)([O-])[O-].[K+].[K+].[CH2:35](Br)[C:36]1[CH:41]=[CH:40][CH:39]=[CH:38][CH:37]=1.O. (7) Given the product [F:10][C:8]1[CH:9]=[C:2]([B:12]2[O:16][C:15]([CH3:18])([CH3:17])[C:14]([CH3:20])([CH3:19])[O:13]2)[CH:3]=[C:4]([F:11])[C:5]=1[C:6]#[N:7], predict the reactants needed to synthesize it. The reactants are: Br[C:2]1[CH:9]=[C:8]([F:10])[C:5]([C:6]#[N:7])=[C:4]([F:11])[CH:3]=1.[B:12]1([B:12]2[O:16][C:15]([CH3:18])([CH3:17])[C:14]([CH3:20])([CH3:19])[O:13]2)[O:16][C:15]([CH3:18])([CH3:17])[C:14]([CH3:20])([CH3:19])[O:13]1.C([O-])(=O)C.[K+].